This data is from Full USPTO retrosynthesis dataset with 1.9M reactions from patents (1976-2016). The task is: Predict the reactants needed to synthesize the given product. (1) Given the product [Cl:3][C:4]1[CH:9]=[C:8]([Cl:10])[C:7]([S:11]([N:14]2[CH2:15][CH2:16][CH2:17][CH2:18][CH2:19]2)(=[O:13])=[O:12])=[CH:6][C:5]=1[CH2:20][O:21][CH2:23][C:24]([N:26]([O:28][CH3:29])[CH3:27])=[O:25], predict the reactants needed to synthesize it. The reactants are: [H-].[Na+].[Cl:3][C:4]1[CH:9]=[C:8]([Cl:10])[C:7]([S:11]([N:14]2[CH2:19][CH2:18][CH2:17][CH2:16][CH2:15]2)(=[O:13])=[O:12])=[CH:6][C:5]=1[CH2:20][OH:21].Cl[CH2:23][C:24]([N:26]([O:28][CH3:29])[CH3:27])=[O:25]. (2) Given the product [CH:24]1([O:8][C:6]2[C:5]([N+:16]([O-:18])=[O:17])=[C:4]([C:19]3[O:20][CH:21]=[CH:22][CH:23]=3)[N:3]=[C:2]([NH2:1])[N:7]=2)[CH2:29][CH2:28][CH2:27][CH2:26][CH2:25]1, predict the reactants needed to synthesize it. The reactants are: [NH2:1][C:2]1[N:7]=[C:6]([O:8]S(C(F)(F)F)(=O)=O)[C:5]([N+:16]([O-:18])=[O:17])=[C:4]([C:19]2[O:20][CH:21]=[CH:22][CH:23]=2)[N:3]=1.[CH:24]1(O)[CH2:29][CH2:28][CH2:27][CH2:26][CH2:25]1.C1CCN2C(=NCCC2)CC1. (3) Given the product [NH2:19][C:18]1[N:14]([CH2:13][CH2:12][CH2:11][NH:7][CH:8]([CH3:10])[CH3:9])[C:15]([S:23][C:24]2[C:32]([I:33])=[CH:31][C:27]3[O:28][CH2:29][O:30][C:26]=3[CH:25]=2)=[N:16][C:17]=1[C:20]([NH2:21])=[O:22], predict the reactants needed to synthesize it. The reactants are: C(OC(=O)[N:7]([CH2:11][CH2:12][CH2:13][N:14]1[C:18]([NH2:19])=[C:17]([C:20](=[O:22])[NH2:21])[N:16]=[C:15]1[S:23][C:24]1[C:32]([I:33])=[CH:31][C:27]2[O:28][CH2:29][O:30][C:26]=2[CH:25]=1)[CH:8]([CH3:10])[CH3:9])(C)(C)C.FC(F)(F)C(O)=O. (4) The reactants are: N.CO.[C:4]([CH:6]=[CH:7][CH2:8][CH:9]1[CH2:12][N:11]([C:13]([O:15][C:16]([CH3:19])([CH3:18])[CH3:17])=[O:14])[CH2:10]1)#[N:5].[H][H]. Given the product [NH2:5][CH2:4][CH2:6][CH2:7][CH2:8][CH:9]1[CH2:10][N:11]([C:13]([O:15][C:16]([CH3:19])([CH3:18])[CH3:17])=[O:14])[CH2:12]1, predict the reactants needed to synthesize it. (5) Given the product [CH2:186]([O:156][P:157]([C@@:22]1([O:24][C@H:18]([CH2:17][O:16][C@@H:14]2[O:15][C@H:10]([CH2:9][O:8][CH2:1][C:2]3[CH:3]=[CH:4][CH:5]=[CH:6][CH:7]=3)[C@@H:11]([O:143][P:144]3(=[O:155])[O:145][CH2:146][C:147]4[CH:154]=[CH:153][CH:152]=[CH:151][C:148]=4[CH2:149][O:150]3)[C@H:12]([O:111][C:112](=[O:142])[CH2:113][C@H:114]([O:126][C:127](=[O:141])[CH2:128][CH2:129][CH2:130][CH2:131][CH2:132][CH2:133][CH2:134][CH2:135][CH2:136][CH2:137][CH2:138][CH2:139][CH3:140])[CH2:115][CH2:116][CH2:117][CH2:118][CH2:119][CH2:120][CH2:121][CH2:122][CH2:123][CH2:124][CH3:125])[C@H:13]2[NH:81][C:82](=[O:110])[CH2:83][C@H:84]([O:96][C:97](=[O:109])[CH2:98][CH2:99][CH2:100][CH2:101][CH2:102][CH2:103][CH2:104][CH2:105][CH2:106][CH2:107][CH3:108])[CH2:85][CH2:86][CH2:87][CH2:88][CH2:89][CH2:90][CH2:91][CH2:92][CH2:93][CH2:94][CH3:95])[C@@H:19]([O:73][CH2:74][C:75]2[CH:80]=[CH:79][CH:78]=[CH:77][CH:76]=2)[C@H:20]([O:49][C:50](=[O:72])[CH2:51][C@H:52]([O:64][CH2:65][C:66]2[CH:67]=[CH:68][CH:69]=[CH:70][CH:71]=2)[CH2:53][CH2:54][CH2:55][CH2:56][CH2:57][CH2:58][CH2:59][CH2:60][CH2:61][CH2:62][CH3:63])[C@H:21]1[NH:25][C:26](=[O:48])[CH2:27][C@H:28]([O:40][CH2:41][C:42]1[CH:43]=[CH:44][CH:45]=[CH:46][CH:47]=1)[CH2:29][CH2:30][CH2:31][CH2:32][CH2:33][CH2:34][CH2:35][CH2:36][CH2:37][CH2:38][CH3:39])[OH:23])([O:158][CH2:159][C:160]1[CH:165]=[CH:164][CH:163]=[CH:162][CH:161]=1)=[O:166])[C:187]1[CH:188]=[CH:189][CH:190]=[CH:191][CH:192]=1, predict the reactants needed to synthesize it. The reactants are: [CH2:1]([O:8][CH2:9][C@H:10]1[O:15][C@@H:14]([O:16][CH2:17][C@H:18]2[O:24][C@H:22]([OH:23])[C@H:21]([NH:25][C:26](=[O:48])[CH2:27][C@H:28]([O:40][CH2:41][C:42]3[CH:47]=[CH:46][CH:45]=[CH:44][CH:43]=3)[CH2:29][CH2:30][CH2:31][CH2:32][CH2:33][CH2:34][CH2:35][CH2:36][CH2:37][CH2:38][CH3:39])[C@@H:20]([O:49][C:50](=[O:72])[CH2:51][C@H:52]([O:64][CH2:65][C:66]3[CH:71]=[CH:70][CH:69]=[CH:68][CH:67]=3)[CH2:53][CH2:54][CH2:55][CH2:56][CH2:57][CH2:58][CH2:59][CH2:60][CH2:61][CH2:62][CH3:63])[C@@H:19]2[O:73][CH2:74][C:75]2[CH:80]=[CH:79][CH:78]=[CH:77][CH:76]=2)[C@H:13]([NH:81][C:82](=[O:110])[CH2:83][C@H:84]([O:96][C:97](=[O:109])[CH2:98][CH2:99][CH2:100][CH2:101][CH2:102][CH2:103][CH2:104][CH2:105][CH2:106][CH2:107][CH3:108])[CH2:85][CH2:86][CH2:87][CH2:88][CH2:89][CH2:90][CH2:91][CH2:92][CH2:93][CH2:94][CH3:95])[C@@H:12]([O:111][C:112](=[O:142])[CH2:113][C@H:114]([O:126][C:127](=[O:141])[CH2:128][CH2:129][CH2:130][CH2:131][CH2:132][CH2:133][CH2:134][CH2:135][CH2:136][CH2:137][CH2:138][CH2:139][CH3:140])[CH2:115][CH2:116][CH2:117][CH2:118][CH2:119][CH2:120][CH2:121][CH2:122][CH2:123][CH2:124][CH3:125])[C@@H:11]1[O:143][P:144]1(=[O:155])[O:150][CH2:149][C:148]2[CH:151]=[CH:152][CH:153]=[CH:154][C:147]=2[CH2:146][O:145]1)[C:2]1[CH:7]=[CH:6][CH:5]=[CH:4][CH:3]=1.[O:156]([CH2:186][C:187]1[CH:192]=[CH:191][CH:190]=[CH:189][CH:188]=1)[P:157](O[P:157]([O:158][CH2:159][C:160]1[CH:165]=[CH:164][CH:163]=[CH:162][CH:161]=1)([O:156][CH2:186][C:187]1[CH:192]=[CH:191][CH:190]=[CH:189][CH:188]=1)=[O:166])(=[O:166])[O:158][CH2:159][C:160]1[CH:165]=[CH:164][CH:163]=[CH:162][CH:161]=1.C[Si]([N-][Si](C)(C)C)(C)C.[Li+]. (6) Given the product [OH:25][CH2:24][CH2:26][NH:27][C:21]([C:18]1[CH:17]=[CH:16][C:15]([O:14][CH2:13][C:3]2[C:4]([C:7]3[CH:12]=[CH:11][CH:10]=[CH:9][N:8]=3)=[N:5][O:6][C:2]=2[CH3:1])=[CH:20][N:19]=1)=[O:23], predict the reactants needed to synthesize it. The reactants are: [CH3:1][C:2]1[O:6][N:5]=[C:4]([C:7]2[CH:12]=[CH:11][CH:10]=[CH:9][N:8]=2)[C:3]=1[CH2:13][O:14][C:15]1[CH:16]=[CH:17][C:18]([C:21]([OH:23])=O)=[N:19][CH:20]=1.[CH2:24]([CH2:26][NH2:27])[OH:25].